Dataset: Forward reaction prediction with 1.9M reactions from USPTO patents (1976-2016). Task: Predict the product of the given reaction. (1) Given the reactants [CH3:1][C:2]1[CH:7]=[C:6]([CH3:8])[N:5]=[C:4]([NH2:9])[C:3]=1[NH2:10].[F:11][C:12]([F:17])([F:16])[C:13](O)=O.[Mg+2].[Cl-].[Cl-], predict the reaction product. The product is: [F:11][C:12]([F:17])([F:16])[C:13]1[NH:9][C:4]2=[N:5][C:6]([CH3:8])=[CH:7][C:2]([CH3:1])=[C:3]2[N:10]=1. (2) Given the reactants Br[CH:2]=[C:3]1[C:9]2[CH:10]=[CH:11][CH:12]=[C:13]([Cl:14])[C:8]=2[CH2:7][CH2:6][C:5]2[CH:15]=[CH:16][CH:17]=[CH:18][C:4]1=2.[OH:19][C:20]1[CH:25]=[CH:24][C:23](B(O)O)=[CH:22][CH:21]=1, predict the reaction product. The product is: [Cl:14][C:13]1[C:8]2[CH2:7][CH2:6][C:5]3[CH:15]=[CH:16][CH:17]=[CH:18][C:4]=3[C:3](=[CH:2][C:23]3[CH:24]=[CH:25][C:20]([OH:19])=[CH:21][CH:22]=3)[C:9]=2[CH:10]=[CH:11][CH:12]=1. (3) The product is: [CH3:32][C:24]1([CH3:23])[O:28][C@@H:27]([CH2:29][O:53][NH:52][C:8]([C:6]2[CH:7]=[C:2]([F:1])[C:3]3[N:4]([CH:20]=[N:21][CH:22]=3)[C:5]=2[NH:11][C:12]2[CH:17]=[CH:16][C:15]([I:18])=[CH:14][C:13]=2[F:19])=[O:10])[CH2:26][O:25]1. Given the reactants [F:1][C:2]1[C:3]2[N:4]([CH:20]=[N:21][CH:22]=2)[C:5]([NH:11][C:12]2[CH:17]=[CH:16][C:15]([I:18])=[CH:14][C:13]=2[F:19])=[C:6]([C:8]([OH:10])=O)[CH:7]=1.[CH3:23][C:24]1([CH3:32])[O:28][C@H:27]([CH2:29]NO)[CH2:26][O:25]1.CCN=C=NCCCN(C)C.C1C=CC2[N:52]([OH:53])N=NC=2C=1.CCN(C(C)C)C(C)C, predict the reaction product. (4) Given the reactants [CH:1]1[CH:6]=[C:5]2[C:7]([N:9]([CH2:12][CH2:13]Br)[C:10](=[O:11])[C:4]2=[CH:3][CH:2]=1)=[O:8].[F:15][C:16]1[CH:22]=[CH:21][C:19]([NH2:20])=[CH:18][CH:17]=1.CN(C=O)C.C(=O)([O-])[O-].[Na+].[Na+], predict the reaction product. The product is: [F:15][C:16]1[CH:22]=[CH:21][C:19]([NH:20][CH2:13][CH2:12][N:9]2[C:7](=[O:8])[C:5]3[C:4](=[CH:3][CH:2]=[CH:1][CH:6]=3)[C:10]2=[O:11])=[CH:18][CH:17]=1.